Dataset: Forward reaction prediction with 1.9M reactions from USPTO patents (1976-2016). Task: Predict the product of the given reaction. (1) Given the reactants [C:1]([C:3]([NH:6][C:7]([CH:9]([NH:14][C:15](=[O:24])[C:16]1[CH:21]=[CH:20][C:19]([CH2:22]Br)=[CH:18][CH:17]=1)[CH2:10][CH:11]([CH3:13])[CH3:12])=[O:8])([CH3:5])[CH3:4])#[N:2].[NH:25]1[CH:29]=[CH:28][N:27]=[CH:26]1.[Na], predict the reaction product. The product is: [C:1]([C:3]([NH:6][C:7]([CH:9]([NH:14][C:15](=[O:24])[C:16]1[CH:21]=[CH:20][C:19]([CH2:22][N:25]2[CH:29]=[CH:28][N:27]=[CH:26]2)=[CH:18][CH:17]=1)[CH2:10][CH:11]([CH3:13])[CH3:12])=[O:8])([CH3:5])[CH3:4])#[N:2]. (2) Given the reactants [C:1]1([C:7]2[CH:11]=[C:10]([CH2:12][O:13][C:14]3[C:23]4[C:18](=[CH:19][CH:20]=[CH:21][CH:22]=4)[N:17]=[CH:16][N:15]=3)[O:9][N:8]=2)[CH:6]=[CH:5][CH:4]=[CH:3][CH:2]=1.ClCCl.[C:27]([OH:30])(=[O:29])[CH3:28], predict the reaction product. The product is: [C:27]([OH:30])(=[O:29])[CH3:28].[C:1]1([C:7]2[CH:11]=[C:10]([CH2:12][O:13][C:14]3[C:23]4[C:18](=[CH:19][CH:20]=[CH:21][CH:22]=4)[N:17]=[CH:16][N:15]=3)[O:9][N:8]=2)[CH:2]=[CH:3][CH:4]=[CH:5][CH:6]=1. (3) Given the reactants CN.[NH:3]1[C:11]2[C:6](=[CH:7][C:8]([NH:12][CH:13]3[CH2:18][CH2:17][CH2:16][N:15]([CH:19]([C:23]4[CH:28]=[CH:27][CH:26]=[CH:25][CH:24]=4)[C:20](O)=[O:21])[CH2:14]3)=[CH:9][CH:10]=2)[CH:5]=[N:4]1.Cl.[CH2:30]([N:32]=C=NCCCN(C)C)C.ON1C2C=CC=CC=2N=N1.CN(C1C=CC=CN=1)C.C(=O)([O-])O.[Na+], predict the reaction product. The product is: [CH3:30][NH:32][C:20](=[O:21])[CH:19]([N:15]1[CH2:16][CH2:17][CH2:18][CH:13]([NH:12][C:8]2[CH:7]=[C:6]3[C:11](=[CH:10][CH:9]=2)[NH:3][N:4]=[CH:5]3)[CH2:14]1)[C:23]1[CH:28]=[CH:27][CH:26]=[CH:25][CH:24]=1. (4) Given the reactants FC1C=C(OC)C=C(F)C=1[C:11]1=[C:12]([CH:42]=[CH:43][C:44]2[C:52]([CH3:54])([CH3:53])[C:51]3[C:46](=[CH:47][CH:48]=[C:49]([S:55]([O-:58])(=[O:57])=[O:56])[CH:50]=3)[N+:45]=2[CH2:59][CH2:60][CH2:61][CH2:62][S:63]([O-:66])(=[O:65])=[O:64])[CH2:13][CH2:14][CH2:15]/[C:16]/1=[CH:17]\[CH:18]=[C:19]1\[N:20]([CH2:34][CH2:35][CH2:36][CH2:37][S:38]([O-:41])(=[O:40])=[O:39])[C:21]2[C:26]([C:27]\1([CH3:29])[CH3:28])=[CH:25][C:24]([S:30]([O-:33])(=[O:32])=[O:31])=[CH:23][CH:22]=2.[Na+:67].[Na+].[Na+].B([C:73]1[C:74]([F:87])=[C:75]([CH:83]=[CH:84][C:85]=1[F:86])[O:76][CH2:77][CH2:78][CH2:79][C:80]([OH:82])=[O:81])(O)O, predict the reaction product. The product is: [C:80]([CH2:79][CH2:78][CH2:77][O:76][C:75]1[C:74]([F:87])=[C:73]([C:11]2=[C:16]([CH:17]=[CH:18][C:19]3[C:27]([CH3:29])([CH3:28])[C:26]4[C:21](=[CH:22][CH:23]=[C:24]([S:30]([O-:33])(=[O:31])=[O:32])[CH:25]=4)[N+:20]=3[CH2:34][CH2:35][CH2:36][CH2:37][S:38]([O-:41])(=[O:40])=[O:39])[CH2:15][CH2:14][CH2:13]/[C:12]/2=[CH:42]\[CH:43]=[C:44]2\[N:45]([CH2:59][CH2:60][CH2:61][CH2:62][S:63]([O-:66])(=[O:65])=[O:64])[C:46]3[C:51]([C:52]\2([CH3:54])[CH3:53])=[CH:50][C:49]([S:55]([O-:58])(=[O:56])=[O:57])=[CH:48][CH:47]=3)[C:85]([F:86])=[CH:84][CH:83]=1)([OH:82])=[O:81].[Na+:67].[Na+:67].[Na+:67]. (5) Given the reactants [H-].[Al+3].[Li+].[H-].[H-].[H-].[CH2:7]([C:9]1[CH:32]=[CH:31][CH:30]=[C:29]([CH3:33])[C:10]=1[CH2:11][NH:12][C:13]1[C:14]2[N:15]([C:24]([CH3:28])=[C:25]([CH3:27])[N:26]=2)[CH:16]=[C:17]([C:19](OCC)=[O:20])[N:18]=1)[CH3:8].[OH-].[Na+].S([O-])([O-])(=O)=O.[Mg+2], predict the reaction product. The product is: [CH2:7]([C:9]1[CH:32]=[CH:31][CH:30]=[C:29]([CH3:33])[C:10]=1[CH2:11][NH:12][C:13]1[C:14]2[N:15]([C:24]([CH3:28])=[C:25]([CH3:27])[N:26]=2)[CH:16]=[C:17]([CH2:19][OH:20])[N:18]=1)[CH3:8]. (6) Given the reactants C(O[C:9](=O)[NH:10][C@@H:11]([C:21]1[CH:26]=[CH:25][CH:24]=[CH:23][CH:22]=1)[C:12]([N:14]1[CH2:18][CH2:17][C:16]([F:20])([F:19])[CH2:15]1)=O)C1C=CC=CC=1.[H-].[Al+3].[Li+].[H-].[H-].[H-].C(=O)([O-])[O-].[Na+].[Na+], predict the reaction product. The product is: [F:20][C:16]1([F:19])[CH2:17][CH2:18][N:14]([CH2:12][C@H:11]([C:21]2[CH:26]=[CH:25][CH:24]=[CH:23][CH:22]=2)[NH:10][CH3:9])[CH2:15]1. (7) The product is: [CH3:31][C@@H:32]1[NH:33][C@@H:34]([CH3:38])[CH2:35][N:36]([CH2:28][CH2:27][C:25]2[O:26][C:22]3[CH:21]=[C:20]([C:6]4[C:5]5[C:9](=[CH:10][C:2]([F:1])=[CH:3][CH:4]=5)[NH:8][CH:7]=4)[CH:30]=[CH:29][C:23]=3[N:24]=2)[CH2:37]1. Given the reactants [F:1][C:2]1[CH:10]=[C:9]2[C:5]([C:6]([C:20]3[CH:30]=[CH:29][C:23]4[N:24]=[C:25]([CH:27]=[CH2:28])[O:26][C:22]=4[CH:21]=3)=[CH:7][N:8]2S(C2C=CC=CC=2)(=O)=O)=[CH:4][CH:3]=1.[CH3:31][C@H:32]1[CH2:37][NH:36][CH2:35][C@H:34]([CH3:38])[NH:33]1.[OH-].[Na+], predict the reaction product.